From a dataset of Catalyst prediction with 721,799 reactions and 888 catalyst types from USPTO. Predict which catalyst facilitates the given reaction. (1) Reactant: [F:1][C:2]([F:38])([F:37])[C:3]1[CH:4]=[C:5]([CH:30]=[C:31]([C:33]([F:36])([F:35])[F:34])[CH:32]=1)[CH2:6][N:7]([CH3:29])[C:8](=[O:28])[C:9]1[C:14]([C:15]2[CH:20]=[CH:19][CH:18]=[CH:17][C:16]=2[CH3:21])=[CH:13][C:12]([N:22]2[CH2:27][CH2:26][NH:25][CH2:24][CH2:23]2)=[N:11][CH:10]=1.Cl[CH2:40][CH2:41][O:42][CH2:43][CH2:44][OH:45].C(=O)([O-])[O-].[K+].[K+].[OH-].[Na+]. Product: [F:38][C:2]([F:37])([F:1])[C:3]1[CH:4]=[C:5]([CH:30]=[C:31]([C:33]([F:35])([F:36])[F:34])[CH:32]=1)[CH2:6][N:7]([CH3:29])[C:8](=[O:28])[C:9]1[C:14]([C:15]2[CH:20]=[CH:19][CH:18]=[CH:17][C:16]=2[CH3:21])=[CH:13][C:12]([N:22]2[CH2:23][CH2:24][N:25]([CH2:40][CH2:41][O:42][CH2:43][CH2:44][OH:45])[CH2:26][CH2:27]2)=[N:11][CH:10]=1. The catalyst class is: 10. (2) Reactant: S(Cl)([Cl:3])=O.[Cl:5][C:6]1[C:10]([CH3:11])=[CH:9][S:8][C:7]=1[C:12]1([C:17]([OH:19])=O)[CH2:16][CH2:15][CH2:14][CH2:13]1. Product: [Cl:5][C:6]1[C:10]([CH3:11])=[CH:9][S:8][C:7]=1[C:12]1([C:17]([Cl:3])=[O:19])[CH2:16][CH2:15][CH2:14][CH2:13]1. The catalyst class is: 3.